This data is from Catalyst prediction with 721,799 reactions and 888 catalyst types from USPTO. The task is: Predict which catalyst facilitates the given reaction. (1) Reactant: [F:1][C:2]1[CH:3]=[C:4]([NH:9][C:10]([C:12]2[C:13]([CH3:26])=[N:14][S:15][C:16]=2[NH:17][C:18]2[CH:23]=[N:22][CH:21]=[C:20]([CH:24]=[CH2:25])[N:19]=2)=[O:11])[CH:5]=[CH:6][C:7]=1[F:8]. Product: [F:1][C:2]1[CH:3]=[C:4]([NH:9][C:10]([C:12]2[C:13]([CH3:26])=[N:14][S:15][C:16]=2[NH:17][C:18]2[CH:23]=[N:22][CH:21]=[C:20]([CH2:24][CH3:25])[N:19]=2)=[O:11])[CH:5]=[CH:6][C:7]=1[F:8]. The catalyst class is: 19. (2) Reactant: [CH3:1][O:2][C:3]1[CH:4]=[C:5]2[C:10](=[CH:11][C:12]=1[O:13][CH3:14])[N:9]=[CH:8][N:7]=[C:6]2[O:15][C:16]1[CH:22]=[CH:21][C:19]([NH2:20])=[CH:18][C:17]=1[CH3:23].[CH3:24][O:25][C:26]1[CH:31]=[CH:30][CH:29]=[CH:28][C:27]=1[N:32]=[C:33]=[O:34].CO. Product: [CH3:1][O:2][C:3]1[CH:4]=[C:5]2[C:10](=[CH:11][C:12]=1[O:13][CH3:14])[N:9]=[CH:8][N:7]=[C:6]2[O:15][C:16]1[CH:22]=[CH:21][C:19]([NH:20][C:33]([NH:32][C:27]2[CH:28]=[CH:29][CH:30]=[CH:31][C:26]=2[O:25][CH3:24])=[O:34])=[CH:18][C:17]=1[CH3:23]. The catalyst class is: 22. (3) Reactant: [Cl:1][C:2]1[CH:3]=[C:4]([C:10]2[CH:22]=[CH:21][C:13]([C:14]([NH:16][S:17]([CH3:20])(=[O:19])=[O:18])=[O:15])=[CH:12][C:11]=2[O:23][CH3:24])[CH:5]=[N:6][C:7]=1[CH2:8][OH:9].C(N(C(C)C)CC)(C)C.[C:34]1([CH3:44])[CH:39]=[CH:38][C:37]([S:40](Cl)(=[O:42])=[O:41])=[CH:36][CH:35]=1. Product: [CH3:44][C:34]1[CH:39]=[CH:38][C:37]([S:40]([O:9][CH2:8][C:7]2[C:2]([Cl:1])=[CH:3][C:4]([C:10]3[CH:22]=[CH:21][C:13]([C:14](=[O:15])[NH:16][S:17]([CH3:20])(=[O:19])=[O:18])=[CH:12][C:11]=3[O:23][CH3:24])=[CH:5][N:6]=2)(=[O:42])=[O:41])=[CH:36][CH:35]=1. The catalyst class is: 4. (4) Reactant: [CH3:1][C:2]([C:4]1[CH:9]=[CH:8][C:7]([NH2:10])=[CH:6][CH:5]=1)=[O:3].Cl[C:12](OC(Cl)(Cl)Cl)=[O:13].[C:19]([C:22]1[CH:23]=[C:24]([CH:26]=[C:27]([C:29](=[O:31])[CH3:30])[CH:28]=1)[NH2:25])(=[O:21])[CH3:20]. Product: [C:2]([C:4]1[CH:9]=[CH:8][C:7]([NH:10][C:12]([NH:25][C:24]2[CH:26]=[C:27]([C:29](=[O:31])[CH3:30])[CH:28]=[C:22]([C:19](=[O:21])[CH3:20])[CH:23]=2)=[O:13])=[CH:6][CH:5]=1)(=[O:3])[CH3:1]. The catalyst class is: 11. (5) Reactant: C[O:2][C:3](=[O:35])[CH2:4][CH2:5][CH2:6][CH2:7][CH2:8][CH2:9][CH2:10][NH:11][C:12]([C:14]1[C:18]([CH3:19])=[C:17]([CH:20]=[N:21][N:22]=[C:23]2[C:31]3[C:26](=[CH:27][CH:28]=[C:29]([F:32])[CH:30]=3)[NH:25][C:24]2=[O:33])[NH:16][C:15]=1[CH3:34])=[O:13].CO.[Li+].[OH-].Cl. Product: [F:32][C:29]1[CH:30]=[C:31]2[C:26](=[CH:27][CH:28]=1)[NH:25][C:24](=[O:33])[C:23]2=[N:22][N:21]=[CH:20][C:17]1[NH:16][C:15]([CH3:34])=[C:14]([C:12]([NH:11][CH2:10][CH2:9][CH2:8][CH2:7][CH2:6][CH2:5][CH2:4][C:3]([OH:35])=[O:2])=[O:13])[C:18]=1[CH3:19]. The catalyst class is: 6. (6) Reactant: [CH:1]([CH:3]1[CH2:8][CH2:7][CH:6]([C:9]([O:11]C)=[O:10])[CH2:5][CH2:4]1)=[CH2:2].[OH-].[Na+].Cl.CCCCCC. Product: [CH:1]([C@H:3]1[CH2:8][CH2:7][C@H:6]([C:9]([OH:11])=[O:10])[CH2:5][CH2:4]1)=[CH2:2]. The catalyst class is: 5. (7) Reactant: C[O:2][C:3]([C:5]1[C:13]2[C:8](=[CH:9][C:10]([Br:14])=[CH:11][CH:12]=2)[N:7]([CH3:15])[CH:6]=1)=O.[CH3:16][C:17]([CH3:20])([O-:19])[CH3:18].[Na+]. Product: [Br:14][C:10]1[CH:9]=[C:8]2[C:13]([C:5]([C:3]([O:19][C:17]([CH3:20])([CH3:18])[CH3:16])=[O:2])=[CH:6][N:7]2[CH3:15])=[CH:12][CH:11]=1. The catalyst class is: 11. (8) Reactant: [Cl-].[Al+3].[Cl-].[Cl-].Cl[C:6](=[O:12])[C:7]([O:9][CH2:10][CH3:11])=[O:8].[C:13]1([O:19][C:20]2[CH:25]=[CH:24][CH:23]=[CH:22][CH:21]=2)[CH:18]=[CH:17][CH:16]=[CH:15][CH:14]=1. Product: [O:19]([C:20]1[CH:21]=[CH:22][C:23]([C:6](=[O:12])[C:7]([O:9][CH2:10][CH3:11])=[O:8])=[CH:24][CH:25]=1)[C:13]1[CH:18]=[CH:17][CH:16]=[CH:15][CH:14]=1. The catalyst class is: 4.